This data is from NCI-60 drug combinations with 297,098 pairs across 59 cell lines. The task is: Regression. Given two drug SMILES strings and cell line genomic features, predict the synergy score measuring deviation from expected non-interaction effect. (1) Drug 1: CC1=CC=C(C=C1)C2=CC(=NN2C3=CC=C(C=C3)S(=O)(=O)N)C(F)(F)F. Drug 2: N.N.Cl[Pt+2]Cl. Cell line: 786-0. Synergy scores: CSS=57.5, Synergy_ZIP=-2.92, Synergy_Bliss=-1.13, Synergy_Loewe=-9.85, Synergy_HSA=-1.48. (2) Drug 1: CC(C1=C(C=CC(=C1Cl)F)Cl)OC2=C(N=CC(=C2)C3=CN(N=C3)C4CCNCC4)N. Drug 2: CCC1(CC2CC(C3=C(CCN(C2)C1)C4=CC=CC=C4N3)(C5=C(C=C6C(=C5)C78CCN9C7C(C=CC9)(C(C(C8N6C=O)(C(=O)OC)O)OC(=O)C)CC)OC)C(=O)OC)O.OS(=O)(=O)O. Cell line: MALME-3M. Synergy scores: CSS=38.2, Synergy_ZIP=0.661, Synergy_Bliss=5.05, Synergy_Loewe=-7.53, Synergy_HSA=2.44.